Regression. Given two drug SMILES strings and cell line genomic features, predict the synergy score measuring deviation from expected non-interaction effect. From a dataset of NCI-60 drug combinations with 297,098 pairs across 59 cell lines. (1) Synergy scores: CSS=41.0, Synergy_ZIP=10.5, Synergy_Bliss=10.6, Synergy_Loewe=-62.9, Synergy_HSA=8.27. Drug 1: CC1=C2C(C(=O)C3(C(CC4C(C3C(C(C2(C)C)(CC1OC(=O)C(C(C5=CC=CC=C5)NC(=O)OC(C)(C)C)O)O)OC(=O)C6=CC=CC=C6)(CO4)OC(=O)C)OC)C)OC. Drug 2: CN(C)N=NC1=C(NC=N1)C(=O)N. Cell line: NCI-H322M. (2) Drug 1: CC1OCC2C(O1)C(C(C(O2)OC3C4COC(=O)C4C(C5=CC6=C(C=C35)OCO6)C7=CC(=C(C(=C7)OC)O)OC)O)O. Drug 2: C1CN(CCN1C(=O)CCBr)C(=O)CCBr. Cell line: SNB-75. Synergy scores: CSS=22.5, Synergy_ZIP=-6.48, Synergy_Bliss=-2.09, Synergy_Loewe=-4.97, Synergy_HSA=0.484. (3) Drug 1: CC1=C2C(C(=O)C3(C(CC4C(C3C(C(C2(C)C)(CC1OC(=O)C(C(C5=CC=CC=C5)NC(=O)OC(C)(C)C)O)O)OC(=O)C6=CC=CC=C6)(CO4)OC(=O)C)OC)C)OC. Drug 2: C1=C(C(=O)NC(=O)N1)N(CCCl)CCCl. Cell line: SNB-19. Synergy scores: CSS=56.2, Synergy_ZIP=5.03, Synergy_Bliss=5.24, Synergy_Loewe=-2.08, Synergy_HSA=10.4. (4) Drug 1: CCC1=CC2CC(C3=C(CN(C2)C1)C4=CC=CC=C4N3)(C5=C(C=C6C(=C5)C78CCN9C7C(C=CC9)(C(C(C8N6C)(C(=O)OC)O)OC(=O)C)CC)OC)C(=O)OC.C(C(C(=O)O)O)(C(=O)O)O. Drug 2: C1=NC(=NC(=O)N1C2C(C(C(O2)CO)O)O)N. Cell line: CAKI-1. Synergy scores: CSS=52.0, Synergy_ZIP=-11.7, Synergy_Bliss=-6.68, Synergy_Loewe=-2.77, Synergy_HSA=-1.18.